This data is from Full USPTO retrosynthesis dataset with 1.9M reactions from patents (1976-2016). The task is: Predict the reactants needed to synthesize the given product. (1) Given the product [ClH:31].[NH2:12][C:10]1[S:11][C:7]([C:6]2[N:2]([CH3:1])[N:3]=[C:4]([C:20]([F:23])([F:22])[F:21])[CH:5]=2)=[CH:8][CH:9]=1, predict the reactants needed to synthesize it. The reactants are: [CH3:1][N:2]1[C:6]([C:7]2[S:11][C:10]([NH:12]C(OC(C)(C)C)=O)=[CH:9][CH:8]=2)=[CH:5][C:4]([C:20]([F:23])([F:22])[F:21])=[N:3]1.FC(F)(F)C(O)=O.[Cl:31]CCl. (2) Given the product [CH3:11][O:12][CH2:13][C:14]1[NH:1][C:2]2[CH:3]=[C:4]([OH:10])[CH:5]=[C:6]([CH3:9])[C:7]=2[N:8]=1, predict the reactants needed to synthesize it. The reactants are: [NH2:1][C:2]1[CH:3]=[C:4]([OH:10])[CH:5]=[C:6]([CH3:9])[C:7]=1[NH2:8].[CH3:11][O:12][CH2:13][C:14](O)=O. (3) Given the product [F:24][C:21]([F:22])([F:23])[O:20][C:17]1[CH:18]=[CH:19][C:14]([CH:11]2[CH2:12][CH2:13][NH:8][CH2:9][CH2:10]2)=[CH:15][CH:16]=1, predict the reactants needed to synthesize it. The reactants are: C(OC([N:8]1[CH2:13][CH2:12][CH:11]([C:14]2[CH:19]=[CH:18][C:17]([O:20][C:21]([F:24])([F:23])[F:22])=[CH:16][CH:15]=2)[CH2:10][CH2:9]1)=O)(C)(C)C.Cl.CO. (4) Given the product [CH3:21][O:20][C:13]1[CH:12]=[C:11]([N:9]2[CH2:10][CH2:5][NH:6][CH2:7][CH2:8]2)[CH:16]=[CH:15][C:14]=1[N+:17]([O-:19])=[O:18], predict the reactants needed to synthesize it. The reactants are: CC([CH:5]1[CH2:10][N:9]([C:11]2[CH:16]=[CH:15][C:14]([N+:17]([O-:19])=[O:18])=[C:13]([O:20][CH3:21])[CH:12]=2)[CH2:8][CH2:7][N:6]1C([O-])=O)(C)C.C(O)(C(F)(F)F)=O. (5) The reactants are: [CH3:1][C@@H:2]1[N:7](CC2C=CC=CC=2)[CH2:6][C@@H:5]([CH2:15][N:16]([CH3:18])[CH3:17])[O:4][CH2:3]1. Given the product [CH3:1][C@@H:2]1[NH:7][CH2:6][C@@H:5]([CH2:15][N:16]([CH3:17])[CH3:18])[O:4][CH2:3]1, predict the reactants needed to synthesize it. (6) The reactants are: [CH:1]1[C:10]2[CH2:9][CH2:8][CH2:7][CH2:6][C:5]=2[CH:4]=[CH:3][C:2]=1[OH:11].BrC1C=C(O)C=CC=1.[C:20]1([CH:26]([C:38]2[CH:43]=[CH:42][CH:41]=[CH:40][CH:39]=2)[N:27]2[C:35]3[C:30](=[CH:31][CH:32]=[CH:33][CH:34]=3)[C:29](=[O:36])[C:28]2=[O:37])[CH:25]=[CH:24][CH:23]=[CH:22][CH:21]=1.FC(F)(F)C1OC(CN2C3C(=CC=CC=3)C(=O)C2=O)=CC=1. Given the product [C:38]1([CH:26]([C:20]2[CH:25]=[CH:24][CH:23]=[CH:22][CH:21]=2)[N:27]2[C:35]3[C:30](=[CH:31][CH:32]=[CH:33][CH:34]=3)[C:29]([OH:36])([C:3]3[C:2]([OH:11])=[CH:1][C:10]4[CH2:9][CH2:8][CH2:7][CH2:6][C:5]=4[CH:4]=3)[C:28]2=[O:37])[CH:39]=[CH:40][CH:41]=[CH:42][CH:43]=1, predict the reactants needed to synthesize it. (7) Given the product [Br:1][C:2]1[S:6][C:5]2[CH:7]=[C:8]([OH:11])[CH:9]=[CH:10][C:4]=2[C:3]=1[Br:18], predict the reactants needed to synthesize it. The reactants are: [Br:1][C:2]1[S:6][C:5]2[CH:7]=[C:8]([O:11]C(=O)C(C)(C)C)[CH:9]=[CH:10][C:4]=2[C:3]=1[Br:18].[OH-].[K+]. (8) Given the product [C:1]([C:3]1[CH:8]=[CH:7][C:6]([C:9]2[C:13]([C:14]3[CH:19]=[CH:18][C:17]([O:20][CH3:21])=[CH:16][CH:15]=3)=[CH:12][S:11][C:10]=2[CH2:22][CH2:23][C:24]([O:26][CH2:27][CH3:28])=[O:25])=[C:5]([CH3:29])[CH:4]=1)#[N:2], predict the reactants needed to synthesize it. The reactants are: [C:1]([C:3]1[CH:8]=[CH:7][C:6]([C:9]2[C:13]([C:14]3[CH:19]=[CH:18][C:17]([O:20][CH3:21])=[CH:16][CH:15]=3)=[CH:12][S:11][C:10]=2/[CH:22]=[CH:23]/[C:24]([O:26][CH2:27][CH3:28])=[O:25])=[C:5]([CH3:29])[CH:4]=1)#[N:2].OCC1(OC[C@@H](O)[C@@H](O)[C@H]1O)O.[H][H]. (9) Given the product [CH2:25]([O:27][C:28](=[O:39])[CH2:29][O:30][C:31]1[CH:36]=[CH:35][C:34]([S:37][CH2:2][C:3]2[O:7][C:6]([C:8]3[CH:13]=[CH:12][C:11]([C:14]([F:17])([F:16])[F:15])=[CH:10][CH:9]=3)=[N:5][C:4]=2[CH3:18])=[CH:33][C:32]=1[CH3:38])[CH3:26], predict the reactants needed to synthesize it. The reactants are: Cl[CH2:2][C:3]1[O:7][C:6]([C:8]2[CH:13]=[CH:12][C:11]([C:14]([F:17])([F:16])[F:15])=[CH:10][CH:9]=2)=[N:5][C:4]=1[CH3:18].C([O-])([O-])=O.[Cs+].[Cs+].[CH2:25]([O:27][C:28](=[O:39])[CH2:29][O:30][C:31]1[CH:36]=[CH:35][C:34]([SH:37])=[CH:33][C:32]=1[CH3:38])[CH3:26].O.